The task is: Predict the product of the given reaction.. This data is from Forward reaction prediction with 1.9M reactions from USPTO patents (1976-2016). Given the reactants [CH3:1][C:2]1[CH:3]=[N:4][C:5]2[N:6]([CH2:16][CH:17]([C:19]3[CH:20]=[CH:21][C:22]([C:25]#[N:26])=[N:23][CH:24]=3)[OH:18])[C:7]3[CH2:8][CH2:9][N:10]([CH3:15])[CH2:11][C:12]=3[C:13]=2[CH:14]=1.[OH-:27].[K+], predict the reaction product. The product is: [CH3:1][C:2]1[CH:3]=[N:4][C:5]2[N:6]([CH2:16][CH:17]([C:19]3[CH:20]=[CH:21][C:22]([C:25]([NH2:26])=[O:27])=[N:23][CH:24]=3)[OH:18])[C:7]3[CH2:8][CH2:9][N:10]([CH3:15])[CH2:11][C:12]=3[C:13]=2[CH:14]=1.